From a dataset of Catalyst prediction with 721,799 reactions and 888 catalyst types from USPTO. Predict which catalyst facilitates the given reaction. (1) Reactant: [NH:1]1[C:5]2=[C:6]3[CH:12]=[CH:11][NH:10][C:7]3=[N:8][CH:9]=[C:4]2[NH:3][C:2]1=[O:13].[F-].[CH2:15]([N+](CCCC)(CCCC)CCCC)[CH2:16][CH2:17][CH3:18].[O:32]1[CH2:36][CH2:35][CH2:34][CH2:33]1. The catalyst class is: 7. Product: [OH:32][CH2:36][CH:35]1[CH:17]2[CH2:18][CH:33]([CH2:15][CH2:16]2)[CH:34]1[N:1]1[C:5]2=[C:6]3[CH:12]=[CH:11][NH:10][C:7]3=[N:8][CH:9]=[C:4]2[NH:3][C:2]1=[O:13]. (2) Reactant: [C:1]1([CH:7]([C:13]2[CH:18]=[CH:17][CH:16]=[CH:15][CH:14]=2)[N:8]2[CH2:11][CH:10]([OH:12])[CH2:9]2)[CH:6]=[CH:5][CH:4]=[CH:3][CH:2]=1.C(N(CC)CC)C.O.C(OCC)(=O)C. Product: [CH:7]([N:8]1[CH2:11][C:10](=[O:12])[CH2:9]1)([C:13]1[CH:18]=[CH:17][CH:16]=[CH:15][CH:14]=1)[C:1]1[CH:2]=[CH:3][CH:4]=[CH:5][CH:6]=1. The catalyst class is: 16. (3) Reactant: [CH3:1][O:2][CH2:3][CH2:4][O:5][C:6]1[CH:11]=[CH:10][C:9]([N+:12]([O-])=O)=[CH:8][N:7]=1. Product: [CH3:1][O:2][CH2:3][CH2:4][O:5][C:6]1[N:7]=[CH:8][C:9]([NH2:12])=[CH:10][CH:11]=1. The catalyst class is: 29. (4) Reactant: [CH3:1][N:2]1[C:6]([CH3:7])=[C:5]([C:8]([F:11])([F:10])[F:9])[C:4]([C:12]([OH:14])=O)=[CH:3]1.C(Cl)(=O)C(Cl)=O.CN(C=O)C.[C:26]1([C:33]2[CH:38]=[CH:37][CH:36]=[CH:35][CH:34]=2)[C:27]([NH2:32])=[CH:28][CH:29]=[CH:30][CH:31]=1. Product: [C:26]1([C:33]2[CH:34]=[CH:35][CH:36]=[CH:37][CH:38]=2)[CH:31]=[CH:30][CH:29]=[CH:28][C:27]=1[NH:32][C:12]([C:4]1[C:5]([C:8]([F:9])([F:10])[F:11])=[C:6]([CH3:7])[N:2]([CH3:1])[CH:3]=1)=[O:14]. The catalyst class is: 347. (5) Reactant: [CH:1]([S:4]([C:7]1[CH:12]=[CH:11][CH:10]=[CH:9][C:8]=1[NH:13][C:14]1[N:15]=[C:16](SC)[NH:17][C:18](=[O:23])[C:19]=1[C:20]([NH2:22])=[O:21])(=[O:6])=[O:5])([CH3:3])[CH3:2].[NH2:26][CH2:27][C:28]1([N:34]([CH3:36])[CH3:35])[CH2:33][CH2:32][CH2:31][CH2:30][CH2:29]1.CN1C(=O)CCC1.C(O)C. Product: [CH3:35][N:34]([CH3:36])[C:28]1([CH2:27][NH:26][C:16]2[NH:17][C:18](=[O:23])[C:19]([C:20]([NH2:22])=[O:21])=[C:14]([NH:13][C:8]3[CH:9]=[CH:10][CH:11]=[CH:12][C:7]=3[S:4]([CH:1]([CH3:3])[CH3:2])(=[O:6])=[O:5])[N:15]=2)[CH2:33][CH2:32][CH2:31][CH2:30][CH2:29]1. The catalyst class is: 84. (6) Reactant: [CH2:1]=[C:2]1[O:6][C:4](=[O:5])[CH2:3]1.[Br:7][C:8]1[CH:14]=[CH:13][C:11]([NH2:12])=[CH:10][CH:9]=1. Product: [Br:7][C:8]1[CH:14]=[CH:13][C:11]([NH:12][C:4](=[O:5])[CH2:3][C:2](=[O:6])[CH3:1])=[CH:10][CH:9]=1. The catalyst class is: 11.